This data is from Full USPTO retrosynthesis dataset with 1.9M reactions from patents (1976-2016). The task is: Predict the reactants needed to synthesize the given product. (1) Given the product [Br:1][C:2]1[CH:8]=[CH:7][C:5]2[N:6]=[C:10]([C:11]3[CH:12]=[C:13]([CH3:14])[CH:17]=[CH:18][CH:19]=3)[O:9][C:4]=2[CH:3]=1, predict the reactants needed to synthesize it. The reactants are: [Br:1][C:2]1[CH:8]=[CH:7][C:5]([NH2:6])=[C:4]([OH:9])[CH:3]=1.[CH3:10][C:11]1[CH:12]=[C:13]([CH:17]=[CH:18][CH:19]=1)[C:14](O)=O. (2) Given the product [CH2:1]([O:3][C:4]1[CH:9]=[C:8]([O:10][CH2:11][C:12]2[CH:17]=[CH:16][C:15]([O:18][CH3:19])=[CH:14][CH:13]=2)[N:7]=[CH:6][C:5]=1[C:20]1[CH:25]=[CH:24][C:23]([CH2:26][C:27]([NH:31][C:32]2[CH:37]=[N:36][C:35]([C:38]([CH3:42])([CH3:41])[CH2:39][OH:40])=[C:34]([C:43]([F:46])([F:44])[F:45])[CH:33]=2)=[O:29])=[C:22]([F:30])[CH:21]=1)[CH3:2], predict the reactants needed to synthesize it. The reactants are: [CH2:1]([O:3][C:4]1[CH:9]=[C:8]([O:10][CH2:11][C:12]2[CH:17]=[CH:16][C:15]([O:18][CH3:19])=[CH:14][CH:13]=2)[N:7]=[CH:6][C:5]=1[C:20]1[CH:25]=[CH:24][C:23]([CH2:26][C:27]([OH:29])=O)=[C:22]([F:30])[CH:21]=1)[CH3:2].[NH2:31][C:32]1[CH:33]=[C:34]([C:43]([F:46])([F:45])[F:44])[C:35]([C:38]([CH3:42])([CH3:41])[CH2:39][OH:40])=[N:36][CH:37]=1.CN(C(ON1N=NC2C=CC=NC1=2)=[N+](C)C)C.F[P-](F)(F)(F)(F)F.CCN(C(C)C)C(C)C. (3) Given the product [CH2:36]([O:35][CH2:34][C:27]1[N:28]([CH2:29][CH2:30][CH2:31][O:32][CH3:33])[C:19]2[C:18]3[CH:17]=[CH:16][C:15]([N:9]4[CH:13]=[CH:12][CH:11]=[N:10]4)=[CH:24][C:23]=3[N:22]=[C:21]([NH2:25])[C:20]=2[N:26]=1)[CH3:37], predict the reactants needed to synthesize it. The reactants are: P([O-])([O-])([O-])=O.[K+].[K+].[K+].[NH:9]1[CH:13]=[CH:12][CH:11]=[N:10]1.Br[C:15]1[CH:16]=[CH:17][C:18]2[C:19]3[N:28]([CH2:29][CH2:30][CH2:31][O:32][CH3:33])[C:27]([CH2:34][O:35][CH2:36][CH3:37])=[N:26][C:20]=3[C:21]([NH2:25])=[N:22][C:23]=2[CH:24]=1. (4) Given the product [CH:20]([O:19][CH:13]([CH2:12][C:6]1[CH:7]=[CH:8][C:9]([O:10][CH3:11])=[C:4]([CH2:3][CH2:2][O:1][C:32]([NH:31][C:27]2[CH:28]=[CH:29][CH:30]=[C:25]([C:24]([F:23])([F:34])[F:35])[CH:26]=2)=[O:33])[CH:5]=1)[C:14]([OH:16])=[O:15])([CH3:21])[CH3:22], predict the reactants needed to synthesize it. The reactants are: [OH:1][CH2:2][CH2:3][C:4]1[CH:5]=[C:6]([CH2:12][CH:13]([O:19][CH:20]([CH3:22])[CH3:21])[C:14]([O:16]CC)=[O:15])[CH:7]=[CH:8][C:9]=1[O:10][CH3:11].[F:23][C:24]([F:35])([F:34])[C:25]1[CH:30]=[CH:29][CH:28]=[C:27]([N:31]=[C:32]=[O:33])[CH:26]=1.